This data is from Full USPTO retrosynthesis dataset with 1.9M reactions from patents (1976-2016). The task is: Predict the reactants needed to synthesize the given product. (1) Given the product [Cl:18][C:19]1[C:24]([Cl:25])=[CH:23][CH:22]=[CH:21][C:20]=1[S:26]([NH:9][C:5]1[C:4]([O:10][CH2:11][C:12]2[CH:13]=[N:14][CH:15]=[CH:16][CH:17]=2)=[N:3][C:2]([Cl:1])=[C:7]([Cl:8])[N:6]=1)(=[O:28])=[O:27], predict the reactants needed to synthesize it. The reactants are: [Cl:1][C:2]1[N:3]=[C:4]([O:10][CH2:11][C:12]2[CH:13]=[N:14][CH:15]=[CH:16][CH:17]=2)[C:5]([NH2:9])=[N:6][C:7]=1[Cl:8].[Cl:18][C:19]1[C:24]([Cl:25])=[CH:23][CH:22]=[CH:21][C:20]=1[S:26](Cl)(=[O:28])=[O:27]. (2) Given the product [OH:19][C:6]1([CH2:5][CH2:4][OH:3])[CH2:11][CH2:10][N:9]([C:12]([O:14][C:15]([CH3:16])([CH3:17])[CH3:18])=[O:13])[CH2:8][CH2:7]1, predict the reactants needed to synthesize it. The reactants are: C([O:3][C:4](=O)[CH2:5][C:6]1([OH:19])[CH2:11][CH2:10][N:9]([C:12]([O:14][C:15]([CH3:18])([CH3:17])[CH3:16])=[O:13])[CH2:8][CH2:7]1)C.[H-].[Al+3].[Li+].[H-].[H-].[H-]. (3) The reactants are: [OH:1][C:2]1[CH:3]=[CH:4][C:5]2[NH:10][C:9](=[O:11])[CH2:8][O:7][C:6]=2[CH:12]=1.Cl[C:14]1[S:18][C:17]([C:19]([O:21][CH3:22])=[O:20])=[CH:16][C:15]=1[N+:23]([O-:25])=[O:24]. Given the product [N+:23]([C:15]1[CH:16]=[C:17]([C:19]([O:21][CH3:22])=[O:20])[S:18][C:14]=1[O:1][C:2]1[CH:3]=[CH:4][C:5]2[NH:10][C:9](=[O:11])[CH2:8][O:7][C:6]=2[CH:12]=1)([O-:25])=[O:24], predict the reactants needed to synthesize it. (4) Given the product [CH3:1][O:2][C:3]1[CH:4]=[CH:5][C:6]2[C:7]3[N:8]([CH:14]=[C:15]([C:17]4[CH:18]=[C:19]([OH:23])[CH:20]=[CH:21][CH:22]=4)[N:12]=3)[NH:9][C:10]=2[CH:11]=1, predict the reactants needed to synthesize it. The reactants are: [CH3:1][O:2][C:3]1[CH:11]=[C:10]2[C:6]([C:7]([NH2:12])=[N:8][NH:9]2)=[CH:5][CH:4]=1.Br[CH2:14][C:15]([C:17]1[CH:22]=[CH:21][CH:20]=[C:19]([OH:23])[CH:18]=1)=O.